This data is from Reaction yield outcomes from USPTO patents with 853,638 reactions. The task is: Predict the reaction yield, written as a fraction of the theoretical maximum amount of product (1.0 means a 100% yield; for example, 0.34 means a 34% yield). (1) The reactants are [CH2:1]([Zn]CC)C.FC(F)(F)C(O)=O.ICI.[C:16]12([CH2:26][O:27][C:28]3[C:40](/[CH:41]=[CH:42]/[CH2:43][O:44][CH3:45])=[CH:39][C:31]([C:32]([O:34]C(C)(C)C)=[O:33])=[C:30]([F:46])[CH:29]=3)[CH2:25][CH:20]3[CH2:21][CH:22]([CH2:24][CH:18]([CH2:19]3)[CH2:17]1)[CH2:23]2.C(=O)(O)[O-].[Na+]. The catalyst is ClCCl. The product is [C:16]12([CH2:26][O:27][C:28]3[C:40]([C@@H:41]4[CH2:1][C@H:42]4[CH2:43][O:44][CH3:45])=[CH:39][C:31]([C:32]([OH:34])=[O:33])=[C:30]([F:46])[CH:29]=3)[CH2:23][CH:22]3[CH2:24][CH:18]([CH2:19][CH:20]([CH2:21]3)[CH2:25]1)[CH2:17]2. The yield is 0.630. (2) The product is [CH:1]1([C:7]2[CH:8]=[C:9]([C:17]3[N:22]=[CH:21][C:20]([CH:23]=[C:39]4[S:35][C:36](=[O:41])[NH:37][C:38]4=[O:40])=[CH:19][CH:18]=3)[CH:10]=[C:11]([N+:14]([O-:16])=[O:15])[C:12]=2[OH:13])[CH2:6][CH2:5][CH2:4][CH2:3][CH2:2]1. The yield is 0.540. The reactants are [CH:1]1([C:7]2[CH:8]=[C:9]([C:17]3[N:22]=[CH:21][C:20]([CH:23]=O)=[CH:19][CH:18]=3)[CH:10]=[C:11]([N+:14]([O-:16])=[O:15])[C:12]=2[OH:13])[CH2:6][CH2:5][CH2:4][CH2:3][CH2:2]1.N1CCCCC1.C(O)(=O)C.[S:35]1[CH2:39][C:38](=[O:40])[NH:37][C:36]1=[O:41]. The catalyst is C1(C)C=CC=CC=1. (3) The reactants are [CH:1]1[CH:5]=[C:4]([CH2:6][C:7]2[NH:11][C:10](C[C:10]3[NH:11][C:7]([CH2:6][C:4]4[NH:3][CH:2]=[CH:1][CH:5]=4)=[CH:8][CH:9]=3)=[CH:9][CH:8]=2)[NH:3][CH:2]=1.C(C1C=CC(C=O)=CC=1)(C)(C)C.N1C=CC=C1. No catalyst specified. The product is [CH:9]1[CH:8]=[C:7]([CH2:6][C:4]2[NH:3][CH:2]=[CH:1][CH:5]=2)[NH:11][CH:10]=1. The yield is 0.790. (4) The reactants are [Cl:1][C:2]1[N:7]=[C:6](Cl)[CH:5]=[CH:4][N:3]=1.[CH:9]([C:11]1[CH:12]=[C:13](B(O)O)[CH:14]=[CH:15][CH:16]=1)=[O:10]. No catalyst specified. The product is [Cl:1][C:2]1[N:7]=[C:6]([C:15]2[CH:16]=[C:11]([CH:12]=[CH:13][CH:14]=2)[CH:9]=[O:10])[CH:5]=[CH:4][N:3]=1. The yield is 0.600.